From a dataset of Full USPTO retrosynthesis dataset with 1.9M reactions from patents (1976-2016). Predict the reactants needed to synthesize the given product. (1) Given the product [CH2:16]([O:15][C:2]1[C:11]2[C:6](=[CH:7][CH:8]=[C:9]([I:12])[CH:10]=2)[N:5]=[CH:4][C:3]=1[C:13]#[N:14])[CH3:17], predict the reactants needed to synthesize it. The reactants are: Cl[C:2]1[C:11]2[C:6](=[CH:7][CH:8]=[C:9]([I:12])[CH:10]=2)[N:5]=[CH:4][C:3]=1[C:13]#[N:14].[O-:15][CH2:16][CH3:17].[Na+]. (2) Given the product [OH:6][C:7]1[C:8]([C:14]([O:16][CH2:17][CH3:18])=[O:15])=[CH:9][NH:3][N:2]=1, predict the reactants needed to synthesize it. The reactants are: O.[NH2:2][NH2:3].C([O:6][CH:7]=[C:8]([C:14]([O:16][CH2:17][CH3:18])=[O:15])[C:9](OCC)=O)C. (3) Given the product [Br:1][C:2]1[CH:3]=[C:4]([O:8][C:10]2[CH:11]=[CH:12][C:13]([N+:25]([O-:27])=[O:26])=[C:14]([CH2:16][NH:17][C:18](=[O:24])[O:19][C:20]([CH3:23])([CH3:21])[CH3:22])[CH:15]=2)[CH:5]=[N:6][CH:7]=1, predict the reactants needed to synthesize it. The reactants are: [Br:1][C:2]1[CH:3]=[C:4]([OH:8])[CH:5]=[N:6][CH:7]=1.Cl[C:10]1[CH:11]=[CH:12][C:13]([N+:25]([O-:27])=[O:26])=[C:14]([CH2:16][NH:17][C:18](=[O:24])[O:19][C:20]([CH3:23])([CH3:22])[CH3:21])[CH:15]=1.[H-].[Na+].